This data is from Full USPTO retrosynthesis dataset with 1.9M reactions from patents (1976-2016). The task is: Predict the reactants needed to synthesize the given product. (1) Given the product [Cl:29][C:25]1[C:26]([CH3:28])=[CH:27][C:22]([S:19]([N:10]([CH2:11][C:12]2[CH:17]=[CH:16][CH:15]=[C:14]([I:18])[CH:13]=2)[C:9]2[CH:8]=[C:7]([C:31]3[CH:32]=[CH:33][CH:34]=[CH:35][CH:36]=3)[S:6][C:5]=2[C:3]([OH:4])=[O:2])(=[O:20])=[O:21])=[C:23]([CH3:30])[CH:24]=1, predict the reactants needed to synthesize it. The reactants are: C[O:2][C:3]([C:5]1[S:6][C:7]([C:31]2[CH:36]=[CH:35][CH:34]=[CH:33][CH:32]=2)=[CH:8][C:9]=1[N:10]([S:19]([C:22]1[CH:27]=[C:26]([CH3:28])[C:25]([Cl:29])=[CH:24][C:23]=1[CH3:30])(=[O:21])=[O:20])[CH2:11][C:12]1[CH:17]=[CH:16][CH:15]=[C:14]([I:18])[CH:13]=1)=[O:4].[Li+].[OH-]. (2) Given the product [Cl:1][C:2]1[CH:7]=[CH:6][C:5]([C:8]([C:9]2[CH:10]=[CH:11][C:12]([N+:19]([O-:21])=[O:20])=[C:13]([CH:18]=2)[C:14]([OH:16])=[O:15])=[O:25])=[CH:4][CH:3]=1, predict the reactants needed to synthesize it. The reactants are: [Cl:1][C:2]1[CH:7]=[CH:6][C:5]([CH:8](C#N)[C:9]2[CH:10]=[CH:11][C:12]([N+:19]([O-:21])=[O:20])=[C:13]([CH:18]=2)[C:14]([O:16]C)=[O:15])=[CH:4][CH:3]=1.[Li+].[OH-:25].Cl. (3) Given the product [CH3:8][O:9][C:10]1[CH:11]=[CH:30][C:25]([C:18]([C:17]2[CH:32]=[CH:33][C:14]([O:13][CH3:12])=[CH:15][CH:16]=2)([C:19]2[CH:24]=[CH:23][CH:22]=[CH:21][CH:20]=2)[O:2][CH2:3][CH2:4][OH:5])=[CH:26][CH:27]=1, predict the reactants needed to synthesize it. The reactants are: [2H][O:2][CH2:3][CH2:4][O:5][2H].C[CH2:8][O:9][CH2:10][CH3:11].[CH3:12][O:13][C:14]1(OC)[CH:33]=[CH:32][C:17]([C:18](Cl)([C:25]2[CH:30]=CC=[CH:27][CH:26]=2)[C:19]2[CH:24]=[CH:23][CH:22]=[CH:21][CH:20]=2)=[CH:16][CH2:15]1. (4) Given the product [C:5]([O:9][C:10]([N:12]1[CH2:18][CH2:17][C:16]2=[N:26][N:25]([CH3:24])[C:21](=[O:23])[CH2:20][CH:15]2[CH2:14][CH2:13]1)=[O:11])([CH3:8])([CH3:7])[CH3:6], predict the reactants needed to synthesize it. The reactants are: C(O)(=O)C.[C:5]([O:9][C:10]([N:12]1[CH2:18][CH2:17][C:16](=O)[CH:15]([CH2:20][C:21]([OH:23])=O)[CH2:14][CH2:13]1)=[O:11])([CH3:8])([CH3:7])[CH3:6].[CH3:24][NH:25][NH2:26].